From a dataset of Forward reaction prediction with 1.9M reactions from USPTO patents (1976-2016). Predict the product of the given reaction. (1) Given the reactants [C:1]([O:5][C:6]([N:8]1[CH2:22][CH2:21][C:11]2[NH:12][C:13]3[C:14]([CH3:20])=[CH:15][CH:16]=[C:17]([F:19])[C:18]=3[C:10]=2[CH2:9]1)=[O:7])([CH3:4])([CH3:3])[CH3:2].[OH-].[K+].[CH3:25]OCCOC, predict the reaction product. The product is: [C:1]([O:5][C:6]([N:8]1[CH2:22][CH2:21][C:11]2[N:12]([CH3:25])[C:13]3[C:14]([CH3:20])=[CH:15][CH:16]=[C:17]([F:19])[C:18]=3[C:10]=2[CH2:9]1)=[O:7])([CH3:4])([CH3:2])[CH3:3]. (2) The product is: [I:19][C:2]1[C:11]([C:12]2[CH:17]=[CH:16][CH:15]=[CH:14][CH:13]=2)=[N:10][C:9]2[C:4](=[CH:5][CH:6]=[CH:7][CH:8]=2)[N:3]=1. Given the reactants Cl[C:2]1[C:11]([C:12]2[CH:17]=[CH:16][CH:15]=[CH:14][CH:13]=2)=[N:10][C:9]2[C:4](=[CH:5][CH:6]=[CH:7][CH:8]=2)[N:3]=1.Cl.[I-:19].[Na+].C(#N)C, predict the reaction product. (3) Given the reactants [Li+].[BH4-].CO.C([O:7][C:8](=O)[C:9]([CH3:39])([CH3:38])[CH2:10][C:11]1[CH:16]=[CH:15][CH:14]=[C:13]([C:17]2([C:23]3[CH:28]=[CH:27][CH:26]=[C:25]([CH2:29][C:30]([C:33](OCC)=[O:34])([CH3:32])[CH3:31])[CH:24]=3)[S:22][CH2:21][CH2:20][CH2:19][S:18]2)[CH:12]=1)C.[Cl-].[NH4+], predict the reaction product. The product is: [OH:7][CH2:8][C:9]([CH3:39])([CH3:38])[CH2:10][C:11]1[CH:12]=[C:13]([C:17]2([C:23]3[CH:24]=[C:25]([CH2:29][C:30]([CH3:32])([CH3:31])[CH2:33][OH:34])[CH:26]=[CH:27][CH:28]=3)[S:18][CH2:19][CH2:20][CH2:21][S:22]2)[CH:14]=[CH:15][CH:16]=1. (4) Given the reactants Br[C:2]1[CH:7]=[CH:6][CH:5]=[CH:4][C:3]=1[CH2:8][N:9]1[C:14](=[O:15])[C:13]([C:16]([NH:18][CH2:19][C:20]([OH:22])=[O:21])=[O:17])=[C:12]([OH:23])[C:11]([CH:24]([CH3:26])[CH3:25])=[N:10]1.CC1(C)C(C)(C)OB([C:35]2[CH:40]=[CH:39][N:38]=[C:37]([N:41]3[CH2:46][CH2:45][NH:44][CH2:43][CH2:42]3)[CH:36]=2)O1.C(=O)([O-])[O-].[K+].[K+].CCOCC, predict the reaction product. The product is: [OH:23][C:12]1[C:11]([CH:24]([CH3:26])[CH3:25])=[N:10][N:9]([CH2:8][C:3]2[CH:4]=[CH:5][CH:6]=[CH:7][C:2]=2[C:35]2[CH:40]=[CH:39][N:38]=[C:37]([N:41]3[CH2:42][CH2:43][NH:44][CH2:45][CH2:46]3)[CH:36]=2)[C:14](=[O:15])[C:13]=1[C:16]([NH:18][CH2:19][C:20]([OH:22])=[O:21])=[O:17].